Dataset: Peptide-MHC class II binding affinity with 134,281 pairs from IEDB. Task: Regression. Given a peptide amino acid sequence and an MHC pseudo amino acid sequence, predict their binding affinity value. This is MHC class II binding data. (1) The peptide sequence is TARRHLAEGKVDTGV. The MHC is DRB1_0801 with pseudo-sequence DRB1_0801. The binding affinity (normalized) is 0. (2) The peptide sequence is AYVATVSEALRIIAG. The MHC is HLA-DQA10102-DQB10502 with pseudo-sequence HLA-DQA10102-DQB10502. The binding affinity (normalized) is 0.248. (3) The binding affinity (normalized) is 0.186. The MHC is H-2-IAb with pseudo-sequence H-2-IAb. The peptide sequence is GQFIHFYREPVDQKQ. (4) The peptide sequence is GGQSSFYSDWYQPAC. The MHC is HLA-DPA10103-DPB10401 with pseudo-sequence HLA-DPA10103-DPB10401. The binding affinity (normalized) is 0.540. (5) The peptide sequence is MSGPMQQLTQPLQQV. The MHC is HLA-DQA10501-DQB10301 with pseudo-sequence HLA-DQA10501-DQB10301. The binding affinity (normalized) is 0. (6) The peptide sequence is YDKFLAPVSTVLTGK. The MHC is DRB1_0802 with pseudo-sequence DRB1_0802. The binding affinity (normalized) is 0.752. (7) The peptide sequence is HFFIGDFFVDHYYSE. The MHC is DRB3_0101 with pseudo-sequence DRB3_0101. The binding affinity (normalized) is 0.657. (8) The peptide sequence is PSLTMACMAKQSQTP. The MHC is H-2-IAd with pseudo-sequence H-2-IAd. The binding affinity (normalized) is 0.656. (9) The peptide sequence is EILELAQSETCSPGGQ. The MHC is DRB4_0101 with pseudo-sequence DRB4_0103. The binding affinity (normalized) is 0.0335.